This data is from Forward reaction prediction with 1.9M reactions from USPTO patents (1976-2016). The task is: Predict the product of the given reaction. (1) The product is: [CH:37]1([C:35]([NH:34][C:32]2[N:33]=[C:28]3[CH:27]=[CH:26][C:25]([O:24][C:23]4[CH:40]=[CH:41][C:42]([F:43])=[C:21]([NH:20][C:7]([C:5]5[C:4]([CH3:10])=[N:3][N:2]([CH3:1])[CH:6]=5)=[O:8])[CH:22]=4)=[CH:30][N:29]3[N:31]=2)=[O:36])[CH2:38][CH2:39]1. Given the reactants [CH3:1][N:2]1[CH:6]=[C:5]([C:7](O)=[O:8])[C:4]([CH3:10])=[N:3]1.O1CCCC1.S(Cl)(Cl)=O.[NH2:20][C:21]1[CH:22]=[C:23]([CH:40]=[CH:41][C:42]=1[F:43])[O:24][C:25]1[CH:26]=[CH:27][C:28]2[N:29]([N:31]=[C:32]([NH:34][C:35]([CH:37]3[CH2:39][CH2:38]3)=[O:36])[N:33]=2)[CH:30]=1, predict the reaction product. (2) Given the reactants [CH2:1]([O:3][C:4]([CH:6]1[CH2:9][CH2:8][CH:7]1[C:10](=[O:18])[C:11]1[CH:16]=[CH:15][C:14]([OH:17])=[CH:13][CH:12]=1)=[O:5])[CH3:2].C(=O)([O-])[O-].[K+].[K+].Br[CH:26]([Cl:29])[CH2:27][CH3:28], predict the reaction product. The product is: [CH2:1]([O:3][C:4]([CH:6]1[CH2:9][CH2:8][CH:7]1[C:10](=[O:18])[C:11]1[CH:12]=[CH:13][C:14]([O:17][CH2:28][CH2:27][CH2:26][Cl:29])=[CH:15][CH:16]=1)=[O:5])[CH3:2]. (3) The product is: [Cl:15][C:16]1[CH:17]=[CH:18][CH:19]=[C:20]2[C:29]=1[C:23]1([CH2:24][CH2:25][N:26]([C:10](=[O:12])[CH2:9][C:4]3[CH:5]=[CH:6][CH:7]=[CH:8][C:3]=3[C:2]([F:1])([F:14])[F:13])[CH2:27][CH2:28]1)[CH2:22][CH:21]2[CH2:30][C:31]([OH:33])=[O:32]. Given the reactants [F:1][C:2]([F:14])([F:13])[C:3]1[CH:8]=[CH:7][CH:6]=[CH:5][C:4]=1[CH2:9][C:10]([OH:12])=O.[Cl:15][C:16]1[CH:17]=[CH:18][CH:19]=[C:20]2[C:29]=1[C:23]1([CH2:28][CH2:27][NH:26][CH2:25][CH2:24]1)[CH2:22][CH:21]2[CH2:30][C:31]([O:33]CC)=[O:32], predict the reaction product. (4) Given the reactants C(OC([NH:8][N:9]([CH2:23][CH:24]([OH:41])[CH:25]([NH:33]C(OC(C)(C)C)=O)[CH2:26][C:27]1[CH:32]=[CH:31][CH:30]=[CH:29][CH:28]=1)[CH2:10][C:11]1[CH:16]=[CH:15][C:14]([C:17]2[CH:22]=[CH:21][CH:20]=[CH:19][N:18]=2)=[CH:13][CH:12]=1)=O)(C)(C)C.[ClH:42], predict the reaction product. The product is: [ClH:42].[ClH:42].[ClH:42].[NH2:33][CH:25]([CH2:26][C:27]1[CH:28]=[CH:29][CH:30]=[CH:31][CH:32]=1)[CH:24]([OH:41])[CH2:23][N:9]([CH2:10][C:11]1[CH:16]=[CH:15][C:14]([C:17]2[CH:22]=[CH:21][CH:20]=[CH:19][N:18]=2)=[CH:13][CH:12]=1)[NH2:8]. (5) Given the reactants [NH2:1][C:2]1[N:7]=[CH:6][CH:5]=[CH:4][N:3]=1.[CH:8]1([N+:14]#[C-:15])[CH2:13][CH2:12][CH2:11][CH2:10][CH2:9]1.[CH:16](=[O:18])[CH3:17].[C:19]([Cl:22])(=O)[CH3:20], predict the reaction product. The product is: [Cl-:22].[C:16]([N+:1]1[C:19]([CH3:20])=[C:15]([NH:14][CH:8]2[CH2:13][CH2:12][CH2:11][CH2:10][CH2:9]2)[N:3]2[CH:4]=[CH:5][CH:6]=[N:7][C:2]=12)(=[O:18])[CH3:17].